This data is from NCI-60 drug combinations with 297,098 pairs across 59 cell lines. The task is: Regression. Given two drug SMILES strings and cell line genomic features, predict the synergy score measuring deviation from expected non-interaction effect. (1) Drug 1: C1CC(C1)(C(=O)O)C(=O)O.[NH2-].[NH2-].[Pt+2]. Drug 2: CCC1(C2=C(COC1=O)C(=O)N3CC4=CC5=C(C=CC(=C5CN(C)C)O)N=C4C3=C2)O.Cl. Cell line: SK-MEL-2. Synergy scores: CSS=28.7, Synergy_ZIP=11.6, Synergy_Bliss=15.4, Synergy_Loewe=-0.151, Synergy_HSA=9.19. (2) Drug 1: CC1=C(C=C(C=C1)C(=O)NC2=CC(=CC(=C2)C(F)(F)F)N3C=C(N=C3)C)NC4=NC=CC(=N4)C5=CN=CC=C5. Drug 2: C1=NNC2=C1C(=O)NC=N2. Cell line: A498. Synergy scores: CSS=0.335, Synergy_ZIP=2.14, Synergy_Bliss=3.68, Synergy_Loewe=0.601, Synergy_HSA=0.378. (3) Drug 2: C1C(C(OC1N2C=NC3=C(N=C(N=C32)Cl)N)CO)O. Drug 1: CC1=C(C=C(C=C1)NC2=NC=CC(=N2)N(C)C3=CC4=NN(C(=C4C=C3)C)C)S(=O)(=O)N.Cl. Synergy scores: CSS=3.61, Synergy_ZIP=-0.874, Synergy_Bliss=-1.99, Synergy_Loewe=-9.94, Synergy_HSA=-2.93. Cell line: HOP-62. (4) Drug 1: CCC1=CC2CC(C3=C(CN(C2)C1)C4=CC=CC=C4N3)(C5=C(C=C6C(=C5)C78CCN9C7C(C=CC9)(C(C(C8N6C)(C(=O)OC)O)OC(=O)C)CC)OC)C(=O)OC.C(C(C(=O)O)O)(C(=O)O)O. Drug 2: C1C(C(OC1N2C=NC3=C2NC=NCC3O)CO)O. Cell line: K-562. Synergy scores: CSS=68.0, Synergy_ZIP=-1.81, Synergy_Bliss=-0.0869, Synergy_Loewe=-44.8, Synergy_HSA=0.586.